Task: Predict the reactants needed to synthesize the given product.. Dataset: Full USPTO retrosynthesis dataset with 1.9M reactions from patents (1976-2016) (1) Given the product [F:22][C:19]([F:20])([F:21])[C:17]1[CH:16]=[C:15]([C@H:23]([O:25][C@H:26]2[CH2:30][CH2:29][C@@H:28]([CH:31]=[O:32])[C@@H:27]2[C:33]2[CH:34]=[CH:35][C:36]([F:39])=[CH:37][CH:38]=2)[CH3:24])[CH:14]=[C:13]([C:12]([F:41])([F:11])[F:40])[CH:18]=1, predict the reactants needed to synthesize it. The reactants are: C(Cl)(=O)C(Cl)=O.CS(C)=O.[F:11][C:12]([F:41])([F:40])[C:13]1[CH:14]=[C:15]([C@H:23]([O:25][C@H:26]2[CH2:30][CH2:29][C@@H:28]([CH2:31][OH:32])[C@@H:27]2[C:33]2[CH:38]=[CH:37][C:36]([F:39])=[CH:35][CH:34]=2)[CH3:24])[CH:16]=[C:17]([C:19]([F:22])([F:21])[F:20])[CH:18]=1.CCN(C(C)C)C(C)C. (2) Given the product [CH:1]1([C:5]2[NH:11][N:10]=[C:7]([NH2:8])[CH:6]=2)[CH2:4][CH2:3][CH2:2]1, predict the reactants needed to synthesize it. The reactants are: [CH:1]1([C:5](=O)[CH2:6][C:7]#[N:8])[CH2:4][CH2:3][CH2:2]1.[NH2:10][NH2:11].